Dataset: Full USPTO retrosynthesis dataset with 1.9M reactions from patents (1976-2016). Task: Predict the reactants needed to synthesize the given product. (1) Given the product [F:1][C:2]1[C:11]([C:12]([C:14]2[N:18]3[N:19]=[C:20]([C:23]4[CH:24]=[N:25][N:26]([CH3:28])[CH:27]=4)[CH:21]=[CH:22][C:17]3=[N:16][CH:15]=2)([OH:13])[CH3:30])=[C:10]([F:29])[CH:9]=[C:8]2[C:3]=1[CH:4]=[CH:5][CH:6]=[N:7]2, predict the reactants needed to synthesize it. The reactants are: [F:1][C:2]1[C:11]([C:12]([C:14]2[N:18]3[N:19]=[C:20]([C:23]4[CH:24]=[N:25][N:26]([CH3:28])[CH:27]=4)[CH:21]=[CH:22][C:17]3=[N:16][CH:15]=2)=[O:13])=[C:10]([F:29])[CH:9]=[C:8]2[C:3]=1[CH:4]=[CH:5][CH:6]=[N:7]2.[CH3:30][Mg]Br. (2) Given the product [F:13][CH:14]([F:22])[O:12][C:5]1[C:4]([I:3])=[CH:9][C:8]([O:10][CH3:11])=[N:7][CH:6]=1, predict the reactants needed to synthesize it. The reactants are: [OH-].[K+].[I:3][C:4]1[CH:9]=[C:8]([O:10][CH3:11])[N:7]=[CH:6][C:5]=1[OH:12].[F:13][C:14](F)([F:22])S(OC(F)F)(=O)=O. (3) Given the product [NH2:8][C:7]1[C:2]([Br:1])=[N:3][C:4]([CH3:12])=[CH:5][C:6]=1[Br:11], predict the reactants needed to synthesize it. The reactants are: [Br:1][C:2]1[C:7]([N+:8]([O-])=O)=[C:6]([Br:11])[CH:5]=[C:4]([CH3:12])[N:3]=1.S(S([O-])=O)([O-])=O.[Na+].[Na+]. (4) Given the product [CH3:21][N:22]([CH3:26])[CH2:23][CH2:20][NH:2][CH:3]=[C:4]([C:10](=[O:19])[C:11]1[CH:16]=[C:15]([I:17])[CH:14]=[CH:13][C:12]=1[F:18])[C:5]([O:7][CH2:8][CH3:9])=[O:6], predict the reactants needed to synthesize it. The reactants are: C[N:2]([CH3:20])[CH:3]=[C:4]([C:10](=[O:19])[C:11]1[CH:16]=[C:15]([I:17])[CH:14]=[CH:13][C:12]=1[F:18])[C:5]([O:7][CH2:8][CH3:9])=[O:6].[CH3:21][N:22]([CH3:26])[CH2:23]CN. (5) The reactants are: [Cl:1][C:2]1[CH:3]=[CH:4][C:5]([O:11][CH3:12])=[C:6]([C:8](=[O:10])[CH3:9])[CH:7]=1.[H-].[Al+3].[Li+].[H-].[H-].[H-].C(OCC)(=O)C. Given the product [Cl:1][C:2]1[CH:3]=[CH:4][C:5]([O:11][CH3:12])=[C:6]([CH:8]([OH:10])[CH3:9])[CH:7]=1, predict the reactants needed to synthesize it. (6) Given the product [F:18][C:14]1[C:13]([OH:19])=[C:12]([C:8]2[N:7]([CH2:27][CH2:28][C:29]3[CH:34]=[CH:33][CH:32]=[CH:31][CH:30]=3)[C:6](=[O:35])[C:5]([NH:1][CH2:2][CH2:3][CH3:4])=[C:10]([CH3:11])[N:9]=2)[CH:17]=[CH:16][CH:15]=1, predict the reactants needed to synthesize it. The reactants are: [N:1]1([C:5]2[C:6](=[O:35])[N:7]([CH2:27][CH2:28][C:29]3[CH:34]=[CH:33][CH:32]=[CH:31][CH:30]=3)[C:8]([C:12]3[CH:17]=[CH:16][CH:15]=[C:14]([F:18])[C:13]=3[O:19]CC3C=CC=CC=3)=[N:9][C:10]=2[CH3:11])[CH2:4][CH2:3][CH2:2]1. (7) Given the product [Cl:1][C:2]1[CH:3]=[C:4]([CH2:9][N:10]2[C:14]3[CH:15]([OH:19])[CH2:16][CH2:17][CH2:18][C:13]=3[N:12]=[C:11]2[CH:20]([CH3:22])[CH3:21])[CH:5]=[CH:6][C:7]=1[Cl:8], predict the reactants needed to synthesize it. The reactants are: [Cl:1][C:2]1[CH:3]=[C:4]([CH2:9][N:10]2[C:14]3[C:15](=[O:19])[CH2:16][CH2:17][CH2:18][C:13]=3[N:12]=[C:11]2[CH:20]([CH3:22])[CH3:21])[CH:5]=[CH:6][C:7]=1[Cl:8].ClCCl.[BH4-].[Na+].O.